From a dataset of Tyrosyl-DNA phosphodiesterase HTS with 341,365 compounds. Binary Classification. Given a drug SMILES string, predict its activity (active/inactive) in a high-throughput screening assay against a specified biological target. The compound is s1nc(c(N)c1C(=O)N(CC(=O)NCc1ccc(OC)cc1)c1ccc(F)cc1)C(=O)N. The result is 0 (inactive).